This data is from Forward reaction prediction with 1.9M reactions from USPTO patents (1976-2016). The task is: Predict the product of the given reaction. (1) Given the reactants [C:1]([O:5][C:6]([N:8]1[CH2:13][CH2:12][CH2:11][C@@H:10]([C:14]([OH:16])=O)[CH2:9]1)=[O:7])([CH3:4])([CH3:3])[CH3:2].ClC(N(C)C)=C(C)C.[C:25]([O:29][C:30](=[O:53])[N:31]([C:39]1[CH:44]=[CH:43][CH:42]=[C:41]([C:45]2[C:50]([Cl:51])=[CH:49][N:48]=[C:47]([NH2:52])[CH:46]=2)[CH:40]=1)[CH2:32][CH:33]1[CH2:38][CH2:37][O:36][CH2:35][CH2:34]1)([CH3:28])([CH3:27])[CH3:26].N1C=CC=CC=1, predict the reaction product. The product is: [C:25]([O:29][C:30]([N:31]([CH2:32][CH:33]1[CH2:34][CH2:35][O:36][CH2:37][CH2:38]1)[C:39]1[CH:40]=[C:41]([C:45]2[C:50]([Cl:51])=[CH:49][N:48]=[C:47]([NH:52][C:14]([C@@H:10]3[CH2:11][CH2:12][CH2:13][N:8]([C:6]([O:5][C:1]([CH3:2])([CH3:3])[CH3:4])=[O:7])[CH2:9]3)=[O:16])[CH:46]=2)[CH:42]=[CH:43][CH:44]=1)=[O:53])([CH3:28])([CH3:26])[CH3:27]. (2) Given the reactants [CH:1](=O)[CH3:2].[C:4]1([C:10]2[CH:11]=[C:12]3[C:16](=[C:17]([C:19]([NH2:21])=[O:20])[CH:18]=2)[NH:15][CH:14]=[C:13]3[CH:22]2[CH2:27][CH2:26][NH:25][CH2:24][CH2:23]2)[CH:9]=[CH:8][CH:7]=[CH:6][CH:5]=1.[C:28]([O:31][BH-](OC(=O)C)OC(=O)C)(=[O:30])C.[Na+], predict the reaction product. The product is: [CH:28]([OH:31])=[O:30].[CH2:1]([N:25]1[CH2:26][CH2:27][CH:22]([C:13]2[C:12]3[C:16](=[C:17]([C:19]([NH2:21])=[O:20])[CH:18]=[C:10]([C:4]4[CH:5]=[CH:6][CH:7]=[CH:8][CH:9]=4)[CH:11]=3)[NH:15][CH:14]=2)[CH2:23][CH2:24]1)[CH3:2]. (3) Given the reactants [CH3:1][O:2][C:3]1[CH:4]=[C:5]2[C:9](=[CH:10][CH:11]=1)[NH:8][C:7]([CH3:12])=[CH:6]2.C=O.CNC.CI.[Si](C#N)(C)(C)C.CC[CH2:28][CH2:29][N+:30](CCCC)(CCCC)CCCC.[F-], predict the reaction product. The product is: [CH3:1][O:2][C:3]1[CH:4]=[C:5]2[C:9](=[CH:10][CH:11]=1)[NH:8][C:7]([CH3:12])=[C:6]2[CH2:28][C:29]#[N:30]. (4) Given the reactants Br[C:2]1[N:7]=[CH:6][C:5]([C:8]2[N:13]3[N:14]=[C:15]([C:24]4[CH:29]=[CH:28][N:27]=[CH:26][CH:25]=4)[C:16]([C:17]4[CH:18]=[C:19]([OH:23])[CH:20]=[CH:21][CH:22]=4)=[C:12]3[N:11]=[CH:10][CH:9]=2)=[CH:4][CH:3]=1.C(N(C(C)C)CC)(C)C.Cl.Cl.[NH2:41][C@H:42]1[CH:47]2[CH2:48][CH2:49][N:44]([CH2:45][CH2:46]2)[CH2:43]1, predict the reaction product. The product is: [N:44]12[CH2:49][CH2:48][CH:47]([CH2:46][CH2:45]1)[C@H:42]([NH:41][C:2]1[N:7]=[CH:6][C:5]([C:8]3[N:13]4[N:14]=[C:15]([C:24]5[CH:29]=[CH:28][N:27]=[CH:26][CH:25]=5)[C:16]([C:17]5[CH:18]=[C:19]([OH:23])[CH:20]=[CH:21][CH:22]=5)=[C:12]4[N:11]=[CH:10][CH:9]=3)=[CH:4][CH:3]=1)[CH2:43]2. (5) Given the reactants [C:1]([OH:6])(=O)[C:2]#[C:3][CH3:4].ClC(N(C)C)=C(C)C.[F:15][C:16]([F:32])([F:31])[CH2:17][N:18]1[CH:22]=[C:21]([NH:23][C:24]2([C:29]#[N:30])[CH2:28][CH2:27][O:26][CH2:25]2)[CH:20]=[N:19]1.CCN(C(C)C)C(C)C, predict the reaction product. The product is: [C:29]([C:24]1([N:23]([C:21]2[CH:20]=[N:19][N:18]([CH2:17][C:16]([F:31])([F:15])[F:32])[CH:22]=2)[C:1](=[O:6])[CH:2]=[C:3]=[CH2:4])[CH2:28][CH2:27][O:26][CH2:25]1)#[N:30]. (6) Given the reactants Br[C:2]1[CH:3]=[C:4]([C:8]2[N:13]=[C:12]([C:14]3[CH:19]=[CH:18][CH:17]=[CH:16][CH:15]=3)[N:11]=[C:10]([C:20]3[CH:25]=[CH:24][CH:23]=[CH:22][CH:21]=3)[N:9]=2)[CH:5]=[CH:6][CH:7]=1.CC1(C)C(C)(C)OB([C:34]2[CH:39]=[CH:38][C:37]([C:40]3[CH:53]=[CH:52][C:51]4[C:42](=[C:43]5[C:48](=[CH:49][CH:50]=4)[CH:47]=[CH:46][CH:45]=[N:44]5)[N:41]=3)=[CH:36][CH:35]=2)O1.C(=O)([O-])[O-].[Cs+].[Cs+].C1(P(C2C=CC=CC=2)C2C=CC=CC=2)C=CC=CC=1, predict the reaction product. The product is: [N:41]1[C:42]2[C:51](=[CH:50][CH:49]=[C:48]3[C:43]=2[N:44]=[CH:45][CH:46]=[CH:47]3)[CH:52]=[CH:53][C:40]=1[C:37]1[CH:38]=[CH:39][C:34]([C:18]2[CH:17]=[CH:16][CH:15]=[C:14]([C:12]3[N:13]=[C:8]([C:4]4[CH:5]=[CH:6][CH:7]=[CH:2][CH:3]=4)[N:9]=[C:10]([C:20]4[CH:25]=[CH:24][CH:23]=[CH:22][CH:21]=4)[N:11]=3)[CH:19]=2)=[CH:35][CH:36]=1. (7) Given the reactants [NH2:1][C:2]([C@@H:4]1[C@H:8]([C:9]2[S:10][CH:11]=[CH:12][N:13]=2)[N:7]([C:14](=[O:25])[C:15]2[CH:20]=[CH:19][C:18]([C:21]([CH3:24])([CH3:23])[CH3:22])=[CH:17][CH:16]=2)[C@:6]([CH2:33][CH:34]([CH3:36])[CH3:35])([C:26]([O:28]C(C)(C)C)=[O:27])[CH2:5]1)=[O:3].[NH2:37][C:38]([C@@H]1[C@H](C2SC=CN=2)N[C@](CC(C)C)(C(OC(C)(C)C)=O)C1)=O, predict the reaction product. The product is: [C:21]([C:18]1[CH:17]=[CH:16][C:15]([C:14]([N:7]2[C@@H:8]([C:9]3[S:10][CH:11]=[CH:12][N:13]=3)[C@@H:4]([C:2]3[O:3][N:37]=[CH:38][N:1]=3)[CH2:5][C@@:6]2([CH2:33][CH:34]([CH3:36])[CH3:35])[C:26]([OH:28])=[O:27])=[O:25])=[CH:20][CH:19]=1)([CH3:22])([CH3:23])[CH3:24].